This data is from Forward reaction prediction with 1.9M reactions from USPTO patents (1976-2016). The task is: Predict the product of the given reaction. Given the reactants CC1C=CC(S([O:11][CH2:12][CH2:13][N:14]2[CH:18]3[N:19]=[C:20]4[C:25]([N:17]3[N:16]([CH2:32][CH:33]3[CH2:35][CH2:34]3)[C:15]2=[O:36])=[C:24]([C:26]2[O:27][CH:28]=[CH:29][CH:30]=2)[N:23]=[CH:22][N:21]4[NH2:31])(=O)=O)=CC=1.[F:37][C:38]1[CH:43]=[CH:42][C:41](O)=[CH:40][CH:39]=1.C([O-])([O-])=O.[K+].[K+].O, predict the reaction product. The product is: [NH2:31][N:21]1[C:20]2[C:25]([N:17]3[N:16]([CH2:32][CH:33]4[CH2:34][CH2:35]4)[C:15](=[O:36])[N:14]([CH2:13][CH2:12][O:11][C:41]4[CH:42]=[CH:43][C:38]([F:37])=[CH:39][CH:40]=4)[CH:18]3[N:19]=2)=[C:24]([C:26]2[O:27][CH:28]=[CH:29][CH:30]=2)[N:23]=[CH:22]1.